Dataset: Peptide-MHC class I binding affinity with 185,985 pairs from IEDB/IMGT. Task: Regression. Given a peptide amino acid sequence and an MHC pseudo amino acid sequence, predict their binding affinity value. This is MHC class I binding data. (1) The peptide sequence is EMETLQSQL. The MHC is HLA-A68:02 with pseudo-sequence HLA-A68:02. The binding affinity (normalized) is 0.130. (2) The peptide sequence is VPPTNSINK. The MHC is HLA-B15:01 with pseudo-sequence HLA-B15:01. The binding affinity (normalized) is 0.149. (3) The peptide sequence is NTNSVTNIEL. The MHC is HLA-A68:02 with pseudo-sequence HLA-A68:02. The binding affinity (normalized) is 0.662.